Dataset: Forward reaction prediction with 1.9M reactions from USPTO patents (1976-2016). Task: Predict the product of the given reaction. (1) The product is: [OH:6][C@H:4]1[C@H:3]2[O:7][CH2:8][C@@H:9]([O:10][S:17]([C:12]3[CH:11]=[CH:16][C:15]([CH3:23])=[CH:14][CH:13]=3)(=[O:18])=[O:19])[C@H:2]2[O:1][CH2:5]1. Given the reactants [O:1]1[CH2:5][C@@H:4]([OH:6])[C@@H:3]2[O:7][CH2:8][C@@H:9]([OH:10])[C@@H:2]12.[C:11]1(C)[C:12]([S:17](Cl)(=[O:19])=[O:18])=[CH:13][CH:14]=[CH:15][CH:16]=1.N1C=CC=C[CH:23]=1, predict the reaction product. (2) Given the reactants [O:1]1[CH2:6][CH2:5][N:4]([CH2:7][CH2:8][CH2:9][NH2:10])[CH2:3][CH2:2]1.C(=O)([O-])[O-].[K+].[K+].[C:17]([NH:20][C:21]1[CH:26]=[CH:25][C:24]([S:27](Cl)(=[O:29])=[O:28])=[CH:23][CH:22]=1)(=[O:19])[CH3:18], predict the reaction product. The product is: [C:17]([NH:20][C:21]1[CH:22]=[CH:23][C:24]([S:27]([NH:10][CH2:9][CH2:8][CH2:7][N:4]2[CH2:5][CH2:6][O:1][CH2:2][CH2:3]2)(=[O:29])=[O:28])=[CH:25][CH:26]=1)(=[O:19])[CH3:18]. (3) Given the reactants [H-].[Na+].CN(C=O)C.[O:8]=[C:9]1[CH:18]=[C:17]([CH:19]=[O:20])[C:16]2[C:11](=[CH:12][CH:13]=[CH:14][CH:15]=2)[NH:10]1.[Cl:21][C:22]1[CH:29]=[CH:28][C:25]([CH2:26]Br)=[CH:24][CH:23]=1, predict the reaction product. The product is: [Cl:21][C:22]1[CH:29]=[CH:28][C:25]([CH2:26][N:10]2[C:11]3[C:16](=[CH:15][CH:14]=[CH:13][CH:12]=3)[C:17]([CH:19]=[O:20])=[CH:18][C:9]2=[O:8])=[CH:24][CH:23]=1. (4) Given the reactants [F:1][C:2]1[CH:7]=[CH:6][CH:5]=[CH:4][C:3]=1[C:8]1[CH:20]=[CH:19][C:18]([C:21](O)=[O:22])=[C:17]2[C:9]=1[C:10]1[CH2:11][CH:12]([OH:24])[CH2:13][CH2:14][C:15]=1[NH:16]2.[Cl-].[NH4+].C1C=[N:31]C2N(O)N=NC=2C=1.C(Cl)CCl.CCN(C(C)C)C(C)C, predict the reaction product. The product is: [F:1][C:2]1[CH:7]=[CH:6][CH:5]=[CH:4][C:3]=1[C:8]1[CH:20]=[CH:19][C:18]([C:21]([NH2:31])=[O:22])=[C:17]2[C:9]=1[C:10]1[CH2:11][CH:12]([OH:24])[CH2:13][CH2:14][C:15]=1[NH:16]2. (5) Given the reactants [OH:1][C:2]1[C:11]2[C:6](=[CH:7][C:8]([CH2:12][C:13]3[CH:18]=[CH:17][CH:16]=[CH:15][CH:14]=3)=[CH:9][N:10]=2)[N:5]([CH2:19][C:20]2[CH:25]=[CH:24][C:23]([N+:26]([O-:28])=[O:27])=[CH:22][CH:21]=2)[C:4](=[O:29])[C:3]=1[C:30](OCC)=[O:31].[CH2:35]([NH2:41])[C:36]1[O:40][CH:39]=[CH:38][CH:37]=1, predict the reaction product. The product is: [O:40]1[CH:39]=[CH:38][CH:37]=[C:36]1[CH2:35][NH:41][C:30]([C:3]1[C:4](=[O:29])[N:5]([CH2:19][C:20]2[CH:21]=[CH:22][C:23]([N+:26]([O-:28])=[O:27])=[CH:24][CH:25]=2)[C:6]2[C:11]([C:2]=1[OH:1])=[N:10][CH:9]=[C:8]([CH2:12][C:13]1[CH:18]=[CH:17][CH:16]=[CH:15][CH:14]=1)[CH:7]=2)=[O:31]. (6) The product is: [N+:1]([C:4]1[C:5]([N:10]2[CH2:15][CH2:14][C:13](=[CH:16][C:17]#[CH:18])[CH2:12][CH2:11]2)=[N:6][CH:7]=[CH:8][CH:9]=1)([O-:3])=[O:2]. Given the reactants [N+:1]([C:4]1[C:5]([N:10]2[CH2:15][CH2:14][C:13](=[CH:16][C:17]#[C:18][Si](C)(C)C)[CH2:12][CH2:11]2)=[N:6][CH:7]=[CH:8][CH:9]=1)([O-:3])=[O:2].O.[F-].C([N+](CCCC)(CCCC)CCCC)CCC.O, predict the reaction product. (7) Given the reactants [CH3:1][O:2][C:3]([CH:5]1[CH2:9][CH:8]([CH2:10][OH:11])[CH2:7][N:6]1[C:12]([O:14][C:15]([CH3:18])([CH3:17])[CH3:16])=[O:13])=[O:4].[F:19][C:20]([F:28])(S(F)(=O)=O)C(O)=O, predict the reaction product. The product is: [CH3:1][O:2][C:3]([CH:5]1[CH2:9][CH:8]([CH2:10][O:11][CH:20]([F:28])[F:19])[CH2:7][N:6]1[C:12]([O:14][C:15]([CH3:18])([CH3:17])[CH3:16])=[O:13])=[O:4].